Task: Predict the product of the given reaction.. Dataset: Forward reaction prediction with 1.9M reactions from USPTO patents (1976-2016) (1) Given the reactants [Na].[NH2:2][C:3]1[CH:8]=[CH:7][C:6]([Br:9])=[CH:5][C:4]=1[NH:10][CH2:11][CH:12]([CH3:17])[C:13](OC)=[O:14], predict the reaction product. The product is: [Br:9][C:6]1[CH:7]=[CH:8][C:3]2[NH:2][C:13](=[O:14])[CH:12]([CH3:17])[CH2:11][NH:10][C:4]=2[CH:5]=1. (2) Given the reactants [C:1]([O:5][C:6]([N:8]([CH3:34])[C@@H:9]([CH3:33])[C:10]([NH:12][C@@H:13]([CH:30]([CH3:32])[CH3:31])[C:14]([N:16]1[C:20]2=[N:21][CH:22]=[CH:23][CH:24]=[C:19]2[CH2:18][C@H:17]1[C:25]([O:27]CC)=[O:26])=[O:15])=[O:11])=[O:7])([CH3:4])([CH3:3])[CH3:2].O.[OH-].[Li+], predict the reaction product. The product is: [C:1]([O:5][C:6]([N:8]([CH3:34])[C@@H:9]([CH3:33])[C:10]([NH:12][C@@H:13]([CH:30]([CH3:31])[CH3:32])[C:14]([N:16]1[C:20]2=[N:21][CH:22]=[CH:23][CH:24]=[C:19]2[CH2:18][C@H:17]1[C:25]([OH:27])=[O:26])=[O:15])=[O:11])=[O:7])([CH3:4])([CH3:3])[CH3:2]. (3) The product is: [CH3:1][N:2]1[C:10]2[C:5](=[CH:6][C:7]([CH:11]=[O:43])=[CH:8][CH:9]=2)[C:4]([C:13]2[N:21]([S:22]([C:25]3[CH:30]=[CH:29][C:28]([CH3:31])=[CH:27][CH:26]=3)(=[O:24])=[O:23])[C:16]3=[N:17][CH:18]=[CH:19][CH:20]=[C:15]3[CH:14]=2)=[CH:3]1. Given the reactants [CH3:1][N:2]1[C:10]2[C:5](=[CH:6][C:7]([C:11]#N)=[CH:8][CH:9]=2)[C:4]([C:13]2[N:21]([S:22]([C:25]3[CH:30]=[CH:29][C:28]([CH3:31])=[CH:27][CH:26]=3)(=[O:24])=[O:23])[C:16]3=[N:17][CH:18]=[CH:19][CH:20]=[C:15]3[CH:14]=2)=[CH:3]1.[H-].C([Al+]CC(C)C)C(C)C.Cl.[OH-:43].[Na+], predict the reaction product. (4) Given the reactants [C:1]1([C:7]2([C:19]3[CH:24]=[CH:23][CH:22]=[CH:21][CH:20]=3)[CH2:11][N:10]([CH:12]3[CH2:17][CH2:16][NH:15][CH2:14][CH2:13]3)[C:9](=[O:18])[NH:8]2)[CH:6]=[CH:5][CH:4]=[CH:3][CH:2]=1.[Cl:25][C:26]1[CH:33]=[CH:32][C:29]([CH:30]=O)=[CH:28][CH:27]=1.[BH3-]C#N.[Na+], predict the reaction product. The product is: [Cl:25][C:26]1[CH:33]=[CH:32][C:29]([CH2:30][N:15]2[CH2:14][CH2:13][CH:12]([N:10]3[CH2:11][C:7]([C:1]4[CH:2]=[CH:3][CH:4]=[CH:5][CH:6]=4)([C:19]4[CH:20]=[CH:21][CH:22]=[CH:23][CH:24]=4)[NH:8][C:9]3=[O:18])[CH2:17][CH2:16]2)=[CH:28][CH:27]=1. (5) The product is: [CH2:12]([O:19][C:20]1[CH:25]=[C:24]([F:26])[CH:23]=[CH:22][C:21]=1[CH:34]([C:33]1[CH:36]=[CH:37][C:30]([O:29][CH3:28])=[CH:31][CH:32]=1)[OH:35])[C:13]1[CH:18]=[CH:17][CH:16]=[CH:15][CH:14]=1. Given the reactants CCCCCC.C([Li])CCC.[CH2:12]([O:19][C:20]1[CH:25]=[C:24]([F:26])[CH:23]=[CH:22][C:21]=1Br)[C:13]1[CH:18]=[CH:17][CH:16]=[CH:15][CH:14]=1.[CH3:28][O:29][C:30]1[CH:37]=[CH:36][C:33]([CH:34]=[O:35])=[CH:32][CH:31]=1.[Cl-].[NH4+], predict the reaction product. (6) Given the reactants COC1C=CC(C[O:8][C:9]2[CH:10]=[C:11]([CH:25]=[C:26]([C:28]3[CH:36]=[CH:35][CH:34]=[C:33]4[C:29]=3[CH:30]=[CH:31][N:32]4[Si](C(C)C)(C(C)C)C(C)C)[CH:27]=2)[C:12]([C:14]2[CH:15]=[CH:16][C:17]([CH2:20][O:21]C(=O)C)=[N:18][CH:19]=2)=[O:13])=CC=1.BrC1C=C(C=C(OCC2C=CC(OC)=CC=2)C=1)C(C1C=CC(COC(=O)C)=NC=1)=O.CC1(C)C(C)(C)OB(C2C=CC=C3C=2C=CN3[Si](C(C)C)(C(C)C)C(C)C)O1.[O-]P([O-])([O-])=O.[K+].[K+].[K+], predict the reaction product. The product is: [OH:8][C:9]1[CH:10]=[C:11]([C:12]([C:14]2[CH:19]=[N:18][C:17]([CH2:20][OH:21])=[CH:16][CH:15]=2)=[O:13])[CH:25]=[C:26]([C:28]2[CH:36]=[CH:35][CH:34]=[C:33]3[C:29]=2[CH:30]=[CH:31][NH:32]3)[CH:27]=1.